From a dataset of Reaction yield outcomes from USPTO patents with 853,638 reactions. Predict the reaction yield, written as a fraction of the theoretical maximum amount of product (1.0 means a 100% yield; for example, 0.34 means a 34% yield). (1) The reactants are [N:1]1[N:2]=[C:3]([NH2:6])[NH:4][CH:5]=1.[C:7]([C:9]1[CH:14]=[CH:13][CH:12]=[CH:11][C:10]=1[C:15]1[CH:20]=[C:19]([F:21])[C:18]([CH2:22][CH:23]([C:28](=O)[CH2:29][CH2:30][CH2:31][CH3:32])[C:24](OC)=[O:25])=[C:17]([F:34])[CH:16]=1)#[N:8]. The catalyst is ClC1C=CC(Cl)=CC=1Cl. The product is [CH2:29]([C:28]1[N:2]2[N:1]=[CH:5][N:4]=[C:3]2[NH:6][C:24](=[O:25])[C:23]=1[CH2:22][C:18]1[C:17]([F:34])=[CH:16][C:15]([C:10]2[C:9]([C:7]#[N:8])=[CH:14][CH:13]=[CH:12][CH:11]=2)=[CH:20][C:19]=1[F:21])[CH2:30][CH2:31][CH3:32]. The yield is 0.570. (2) The reactants are [C:1]([N:4]1[C:13]2[C:8](=[CH:9][C:10]([C:14]3[O:18][N:17]=[C:16]([CH2:19][CH2:20][NH:21]C(OC(C)(C)C)=O)[N:15]=3)=[CH:11][CH:12]=2)[C@H:7]([NH:29][C:30](=[O:35])[O:31][CH:32]([CH3:34])[CH3:33])[CH2:6][C@@H:5]1[CH3:36])(=[O:3])[CH3:2].[ClH:37]. The catalyst is O1CCOCC1. The product is [ClH:37].[C:1]([N:4]1[C:13]2[C:8](=[CH:9][C:10]([C:14]3[O:18][N:17]=[C:16]([CH2:19][CH2:20][NH2:21])[N:15]=3)=[CH:11][CH:12]=2)[C@H:7]([NH:29][C:30](=[O:35])[O:31][CH:32]([CH3:33])[CH3:34])[CH2:6][C@@H:5]1[CH3:36])(=[O:3])[CH3:2]. The yield is 0.114.